This data is from Peptide-MHC class I binding affinity with 185,985 pairs from IEDB/IMGT. The task is: Regression. Given a peptide amino acid sequence and an MHC pseudo amino acid sequence, predict their binding affinity value. This is MHC class I binding data. (1) The peptide sequence is FHMDPSGTF. The MHC is HLA-B40:01 with pseudo-sequence HLA-B40:01. The binding affinity (normalized) is 0.0847. (2) The peptide sequence is RIMQRGLLGR. The MHC is HLA-A31:01 with pseudo-sequence HLA-A31:01. The binding affinity (normalized) is 0.986. (3) The peptide sequence is QAGFFLLTR. The MHC is HLA-A31:01 with pseudo-sequence HLA-A31:01. The binding affinity (normalized) is 0.601.